This data is from Full USPTO retrosynthesis dataset with 1.9M reactions from patents (1976-2016). The task is: Predict the reactants needed to synthesize the given product. (1) Given the product [OH:21][C:18]1[CH:19]=[CH:20][C:13]([OH:12])=[C:14]([C:15]2[NH:1][N:2]=[C:3]([C:5]3[C:10]([CH3:11])=[CH:9][CH:8]=[CH:7][N:6]=3)[N:4]=2)[CH:17]=1, predict the reactants needed to synthesize it. The reactants are: [NH2:1][NH:2][C:3]([C:5]1[C:10]([CH3:11])=[CH:9][CH:8]=[CH:7][N:6]=1)=[NH:4].[OH:12][C:13]1[CH:20]=[CH:19][C:18]([OH:21])=[CH:17][C:14]=1[CH:15]=O. (2) Given the product [NH2:1][C:2]1[N:6]([CH:7]2[CH2:12][CH2:11][CH2:10][N:9]([C:13]#[N:14])[CH2:8]2)[N:5]=[C:4]([C:15]2[CH:20]=[CH:19][C:18]([O:21][C:22]3[CH:27]=[CH:26][C:25]([CH2:32][CH3:33])=[CH:24][CH:23]=3)=[CH:17][CH:16]=2)[C:3]=1[C:29]([NH2:31])=[O:30], predict the reactants needed to synthesize it. The reactants are: [NH2:1][C:2]1[N:6]([CH:7]2[CH2:12][CH2:11][CH2:10][N:9]([C:13]#[N:14])[CH2:8]2)[N:5]=[C:4]([C:15]2[CH:20]=[CH:19][C:18]([O:21][C:22]3[CH:27]=[CH:26][C:25](Cl)=[CH:24][CH:23]=3)=[CH:17][CH:16]=2)[C:3]=1[C:29]([NH2:31])=[O:30].[CH2:32](C1C=CC(B(O)O)=CC=1)[CH3:33]. (3) Given the product [F:30][C:22]([F:31])([C:23]1[CH:28]=[N:1][CH:26]=[CH:25][CH:24]=1)[CH2:21][CH2:20][CH:17]1[CH2:18][CH2:19][NH:14][CH2:15][CH2:16]1, predict the reactants needed to synthesize it. The reactants are: [NH:1]1CCCCC1.C(OC([N:14]1[CH2:19][CH2:18][CH:17]([CH2:20][CH2:21][C:22]([F:31])([F:30])[C:23]2[CH:28]=C[C:26](F)=[CH:25][CH:24]=2)[CH2:16][CH2:15]1)=O)(C)(C)C.